From a dataset of Peptide-MHC class II binding affinity with 134,281 pairs from IEDB. Regression. Given a peptide amino acid sequence and an MHC pseudo amino acid sequence, predict their binding affinity value. This is MHC class II binding data. (1) The peptide sequence is EKDIEIIPIQEEEY. The MHC is HLA-DPA10201-DPB10101 with pseudo-sequence HLA-DPA10201-DPB10101. The binding affinity (normalized) is 0.691. (2) The MHC is DRB1_0901 with pseudo-sequence DRB1_0901. The binding affinity (normalized) is 0. The peptide sequence is QGFIFFFLFNILTGK. (3) The peptide sequence is EEFCTLASRFLVEED. The MHC is DRB3_0202 with pseudo-sequence DRB3_0202. The binding affinity (normalized) is 0.164. (4) The peptide sequence is QKLLLEEGVPSHIMS. The MHC is DRB3_0101 with pseudo-sequence DRB3_0101. The binding affinity (normalized) is 0.341. (5) The peptide sequence is FVGYLKPTTFMLKYD. The MHC is DRB1_0701 with pseudo-sequence DRB1_0701. The binding affinity (normalized) is 0.428. (6) The peptide sequence is SIVACAKFTCAKSMS. The MHC is HLA-DQA10103-DQB10603 with pseudo-sequence HLA-DQA10103-DQB10603. The binding affinity (normalized) is 0. (7) The peptide sequence is TPLTLVDICFWSTLF. The MHC is DRB1_0901 with pseudo-sequence DRB1_0901. The binding affinity (normalized) is 0.332. (8) The peptide sequence is ARVTVKDVTFRNITG. The MHC is DRB1_1302 with pseudo-sequence DRB1_1302. The binding affinity (normalized) is 0.360. (9) The peptide sequence is SNNGIKQQGIRYANP. The MHC is DRB1_0101 with pseudo-sequence DRB1_0101. The binding affinity (normalized) is 0.443. (10) The peptide sequence is HTLMSIVSSLHLSIR. The MHC is DRB1_1101 with pseudo-sequence DRB1_1101. The binding affinity (normalized) is 0.770.